From a dataset of Forward reaction prediction with 1.9M reactions from USPTO patents (1976-2016). Predict the product of the given reaction. Given the reactants [N-:1]=[C:2]=[S:3].[Na+].N1C=CC=CC=1.CS(O[N:16]=[C:17](Cl)[C@H:18]1[CH2:22][O:21][C:20]2([CH2:27][CH2:26][CH2:25][CH2:24][CH2:23]2)[O:19]1)(=O)=O.[CH3:29][C:30]1[C:31]([S:36][C:37]2[CH:38]=[C:39]([O:44][C:45]3[C:46]([CH3:51])=[N:47][CH:48]=[CH:49][CH:50]=3)[C:40]([NH2:43])=[N:41][CH:42]=2)=[N:32][CH:33]=[CH:34][CH:35]=1, predict the reaction product. The product is: [CH3:29][C:30]1[C:31]([S:36][C:37]2[CH:38]=[C:39]([O:44][C:45]3[C:46]([CH3:51])=[N:47][CH:48]=[CH:49][CH:50]=3)[C:40]([NH:43][C:2]3[S:3][N:16]=[C:17]([C@H:18]4[CH2:22][O:21][C:20]5([CH2:23][CH2:24][CH2:25][CH2:26][CH2:27]5)[O:19]4)[N:1]=3)=[N:41][CH:42]=2)=[N:32][CH:33]=[CH:34][CH:35]=1.